From a dataset of Forward reaction prediction with 1.9M reactions from USPTO patents (1976-2016). Predict the product of the given reaction. (1) Given the reactants [N+:1]([C:4]1[CH:5]=[CH:6][C:7]2[NH:12][C:11](=[O:13])[CH2:10][O:9][C:8]=2[CH:14]=1)([O-:3])=[O:2].Cl.Cl[CH2:17][CH2:18][N:19]1[CH2:23][CH2:22][CH2:21][CH2:20]1.C([O-])([O-])=O.[K+].[K+], predict the reaction product. The product is: [N+:1]([C:4]1[CH:5]=[CH:6][C:7]2[N:12]([CH2:17][CH2:18][N:19]3[CH2:23][CH2:22][CH2:21][CH2:20]3)[C:11](=[O:13])[CH2:10][O:9][C:8]=2[CH:14]=1)([O-:3])=[O:2]. (2) Given the reactants [CH:1]1([C@@H:5]([NH:7][S:8]([C:10]([CH3:13])([CH3:12])[CH3:11])=[O:9])[CH3:6])[CH2:4][CH2:3][CH2:2]1.[H-].[Na+].Br[CH2:17][C:18]1[CH:23]=[CH:22][C:21]([Cl:24])=[CH:20][CH:19]=1, predict the reaction product. The product is: [Cl:24][C:21]1[CH:22]=[CH:23][C:18]([CH2:17][N:7]([C@H:5]([CH:1]2[CH2:4][CH2:3][CH2:2]2)[CH3:6])[S:8]([C:10]([CH3:12])([CH3:11])[CH3:13])=[O:9])=[CH:19][CH:20]=1. (3) Given the reactants [S:1]([NH2:5])([NH2:4])(=[O:3])=[O:2].N1[CH2:11][CH2:10][O:9][CH2:8][CH2:7]1.C(OCCOCC)C, predict the reaction product. The product is: [N:4]1([S:1]([NH2:5])(=[O:3])=[O:2])[CH2:11][CH2:10][O:9][CH2:8][CH2:7]1. (4) Given the reactants Br[C:2]1[CH:22]=[CH:21][C:5]([O:6][CH2:7][CH:8]2[CH2:13][CH2:12][N:11]([CH2:14][C:15]([CH2:19][CH3:20])([F:18])[CH2:16][CH3:17])[CH2:10][CH2:9]2)=[CH:4][CH:3]=1.[CH2:23]([O:25][C:26]([C:28]1[CH:33]=[CH:32][C:31](B(O)O)=[CH:30][C:29]=1[F:37])=[O:27])[CH3:24].C([O-])([O-])=O.[Na+].[Na+], predict the reaction product. The product is: [CH2:16]([C:15]([F:18])([CH2:19][CH3:20])[CH2:14][N:11]1[CH2:12][CH2:13][CH:8]([CH2:7][O:6][C:5]2[CH:21]=[CH:22][C:2]([C:31]3[CH:32]=[CH:33][C:28]([C:26]([O:25][CH2:23][CH3:24])=[O:27])=[C:29]([F:37])[CH:30]=3)=[CH:3][CH:4]=2)[CH2:9][CH2:10]1)[CH3:17]. (5) Given the reactants C[O:2][C:3](=[O:34])[CH2:4][N:5]1[C:13]2[C:8](=[CH:9][C:10]([F:14])=[CH:11][CH:12]=2)[C:7]([CH2:15][C:16]2[CH:21]=[CH:20][C:19]([C:22]#[N:23])=[CH:18][C:17]=2[S:24]([C:27]2[CH:32]=[CH:31][CH:30]=[CH:29][CH:28]=2)(=[O:26])=[O:25])=[C:6]1[CH3:33].[OH-].[Li+].Cl, predict the reaction product. The product is: [C:27]1([S:24]([C:17]2[CH:18]=[C:19]([C:22]#[N:23])[CH:20]=[CH:21][C:16]=2[CH2:15][C:7]2[C:8]3[C:13](=[CH:12][CH:11]=[C:10]([F:14])[CH:9]=3)[N:5]([CH2:4][C:3]([OH:34])=[O:2])[C:6]=2[CH3:33])(=[O:26])=[O:25])[CH:28]=[CH:29][CH:30]=[CH:31][CH:32]=1. (6) Given the reactants Br[C:2]1[N:7]=[C:6]([C:8]([O:10][CH3:11])=[O:9])[CH:5]=[CH:4][CH:3]=1.C([O-])([O-])=O.[Cs+].[Cs+].C1C=CC(P(C2C(C3C(P(C4C=CC=CC=4)C4C=CC=CC=4)=CC=C4C=3C=CC=C4)=C3C(C=CC=C3)=CC=2)C2C=CC=CC=2)=CC=1.[CH3:64][N:65]1[CH2:70][CH2:69][NH:68][CH2:67][CH2:66]1, predict the reaction product. The product is: [CH3:64][N:65]1[CH2:70][CH2:69][N:68]([C:2]2[N:7]=[C:6]([C:8]([O:10][CH3:11])=[O:9])[CH:5]=[CH:4][CH:3]=2)[CH2:67][CH2:66]1. (7) Given the reactants FC1C=C(C=CC=1)CN1C2C(=CC=CC=2CCC2C=CC(C(O)=O)=CC=2)CC1.[CH3:29][O:30][C:31]1[CH:32]=[C:33]([CH:57]=[C:58]([O:60][CH3:61])[CH:59]=1)[C:34]([N:36]1[C:44]2[C:39](=[CH:40][CH:41]=[CH:42][C:43]=2[CH2:45][CH2:46][C:47]2[CH:56]=[CH:55][C:50]([C:51]([O:53]C)=[O:52])=[CH:49][CH:48]=2)[CH2:38][CH2:37]1)=[O:35].[Li+].[OH-], predict the reaction product. The product is: [CH3:61][O:60][C:58]1[CH:57]=[C:33]([CH:32]=[C:31]([O:30][CH3:29])[CH:59]=1)[C:34]([N:36]1[C:44]2[C:39](=[CH:40][CH:41]=[CH:42][C:43]=2[CH2:45][CH2:46][C:47]2[CH:56]=[CH:55][C:50]([C:51]([OH:53])=[O:52])=[CH:49][CH:48]=2)[CH2:38][CH2:37]1)=[O:35].